Dataset: Forward reaction prediction with 1.9M reactions from USPTO patents (1976-2016). Task: Predict the product of the given reaction. (1) Given the reactants [Br:1][CH:2]1[CH2:8][CH2:7][O:6][C:5]2[CH:9]=[C:10]([N:13]3[CH2:17][C@H:16]([CH2:18][NH:19][C:20](=[O:22])[CH3:21])[O:15][C:14]3=[O:23])[CH:11]=[CH:12][C:4]=2[C:3]1=O.[CH3:25][NH:26][C:27]([NH2:29])=[S:28], predict the reaction product. The product is: [BrH:1].[CH3:25][NH:26][C:27]1[S:28][C:2]2[CH2:8][CH2:7][O:6][C:5]3[CH:9]=[C:10]([N:13]4[CH2:17][C@H:16]([CH2:18][NH:19][C:20](=[O:22])[CH3:21])[O:15][C:14]4=[O:23])[CH:11]=[CH:12][C:4]=3[C:3]=2[N:29]=1. (2) The product is: [CH3:1][N:2]1[CH2:3][CH2:4][N:5]([C:8]2[C:13]([CH2:14][CH:15]3[O:20][CH2:19][CH2:18][N:17]([C:21]4[CH:26]=[CH:25][C:24]([CH:27]5[CH2:28][CH2:29][O:30][CH2:31][CH2:32]5)=[CH:23][CH:22]=4)[C:16]3=[O:33])=[CH:12][CH:11]=[CH:10][N:9]=2)[CH2:6][CH2:7]1. Given the reactants [CH3:1][N:2]1[CH2:7][CH2:6][N:5]([C:8]2[C:13]([CH:14]=[C:15]3[O:20][CH2:19][CH2:18][N:17]([C:21]4[CH:26]=[CH:25][C:24]([CH:27]5[CH2:32][CH2:31][O:30][CH2:29][CH2:28]5)=[CH:23][CH:22]=4)[C:16]3=[O:33])=[CH:12][CH:11]=[CH:10][N:9]=2)[CH2:4][CH2:3]1, predict the reaction product. (3) Given the reactants [CH3:1][S:2]([CH:5]1[CH2:10][CH2:9][C:8]([C:11]2[C:12]([O:22][C:23]3[CH:28]=[CH:27][C:26]([O:29][CH2:30][CH2:31][N:32]4[CH2:37][CH2:36][CH2:35][CH2:34][CH2:33]4)=[CH:25][CH:24]=3)=[C:13]3[C:18](=[CH:19][CH:20]=2)[CH:17]=[C:16]([OH:21])[CH:15]=[CH:14]3)=[CH:7][CH2:6]1)(=[O:4])=[O:3].[ClH:38], predict the reaction product. The product is: [ClH:38].[CH3:1][S:2]([CH:5]1[CH2:10][CH2:9][C:8]([C:11]2[C:12]([O:22][C:23]3[CH:28]=[CH:27][C:26]([O:29][CH2:30][CH2:31][N:32]4[CH2:37][CH2:36][CH2:35][CH2:34][CH2:33]4)=[CH:25][CH:24]=3)=[C:13]3[C:18](=[CH:19][CH:20]=2)[CH:17]=[C:16]([OH:21])[CH:15]=[CH:14]3)=[CH:7][CH2:6]1)(=[O:4])=[O:3]. (4) Given the reactants [C:1]([O:4][CH2:5][C:6]1[N:11]([C:12]2[CH:13]=[C:14]([CH:19]=[CH:20][CH:21]=2)[C:15]([O:17][CH3:18])=[O:16])[C:10](=[O:22])[C:9]([Br:23])=[C:8]([OH:24])[CH:7]=1)(=[O:3])[CH3:2].C([O-])([O-])=O.[K+].[K+].[F:31][C:32]1[CH:39]=[C:38]([F:40])[CH:37]=[CH:36][C:33]=1[CH2:34]Br, predict the reaction product. The product is: [C:1]([O:4][CH2:5][C:6]1[N:11]([C:12]2[CH:13]=[C:14]([CH:19]=[CH:20][CH:21]=2)[C:15]([O:17][CH3:18])=[O:16])[C:10](=[O:22])[C:9]([Br:23])=[C:8]([O:24][CH2:34][C:33]2[CH:36]=[CH:37][C:38]([F:40])=[CH:39][C:32]=2[F:31])[CH:7]=1)(=[O:3])[CH3:2].